From a dataset of hERG potassium channel inhibition data for cardiac toxicity prediction from Karim et al.. Regression/Classification. Given a drug SMILES string, predict its toxicity properties. Task type varies by dataset: regression for continuous values (e.g., LD50, hERG inhibition percentage) or binary classification for toxic/non-toxic outcomes (e.g., AMES mutagenicity, cardiotoxicity, hepatotoxicity). Dataset: herg_karim. (1) The compound is Cc1cccc(N=C(NC#N)c2ccc(-c3ccc(Cl)cc3)o2)c1. The result is 0 (non-blocker). (2) The drug is CC(C)[C@H](C(=O)Nc1ccc(C(=O)NO)cc1)c1ccccc1. The result is 0 (non-blocker). (3) The molecule is O=C(c1cccc(Cl)c1Cl)N(CC(F)(F)F)[C@H]1CCNC1. The result is 0 (non-blocker). (4) The compound is C[C@@H]1CCCN1CCc1ccc(-c2ccc(S(=O)(=O)NCc3ccncc3)cc2)cc1. The result is 1 (blocker). (5) The result is 1 (blocker). The compound is Cc1cccc(-c2ccc(C#Cc3cccc(C#Cc4ccc(-c5cccc(C)c5)cc4)[n+]3C)cc2)c1. (6) The molecule is O=C(O)C(c1ccccc1)N1CCO[C@H](CN2CCC(Oc3ccc(Cl)c(Cl)c3)CC2)C1. The result is 0 (non-blocker).